This data is from Forward reaction prediction with 1.9M reactions from USPTO patents (1976-2016). The task is: Predict the product of the given reaction. (1) The product is: [N:21]([C:18]1[CH:19]=[CH:20][C:15]([CH2:14][N:8]2[CH2:13][CH2:12][O:11][CH2:10][CH2:9]2)=[CH:16][CH:17]=1)=[C:22]=[S:23]. Given the reactants C(N(CC)CC)C.[N:8]1([CH2:14][C:15]2[CH:20]=[CH:19][C:18]([NH2:21])=[CH:17][CH:16]=2)[CH2:13][CH2:12][O:11][CH2:10][CH2:9]1.[C:22](Cl)(Cl)=[S:23].[OH-].[Na+], predict the reaction product. (2) Given the reactants O[CH:2]1[CH2:7][CH2:6][N:5]([C:8]([O:10][C:11]([CH3:14])([CH3:13])[CH3:12])=[O:9])[CH:4]([CH3:15])[CH2:3]1.[N:16]1[NH:17][N:18]=[C:19]([CH2:21][O:22][C:23]2[CH:28]=[CH:27][C:26]([N:29]3[CH:33]=[N:32][N:31]=[N:30]3)=[CH:25][C:24]=2[F:34])[CH:20]=1, predict the reaction product. The product is: [F:34][C:24]1[CH:25]=[C:26]([N:29]2[CH:33]=[N:32][N:31]=[N:30]2)[CH:27]=[CH:28][C:23]=1[O:22][CH2:21][C:19]1[CH:20]=[N:16][N:17]([CH:2]2[CH2:7][CH2:6][N:5]([C:8]([O:10][C:11]([CH3:14])([CH3:13])[CH3:12])=[O:9])[CH:4]([CH3:15])[CH2:3]2)[N:18]=1. (3) Given the reactants [C:1]([C:4]1[CH:5]=[C:6]([C:20]2[CH:25]=[CH:24][CH:23]=[C:22]([O:26][CH3:27])[CH:21]=2)[CH:7]=[C:8]2[C:16]=1[NH:15][C:14]1[CH:13]=[C:12](C(O)=O)[CH:11]=[CH:10][C:9]2=1)(=[O:3])[NH2:2].C([N:30]([CH2:33][CH3:34])[CH2:31][CH3:32])C.C1(P(N=[N+]=[N-])(C2C=CC=CC=2)=O)C=CC=CC=1.OC1CC[N:56]([C:59]([O:61][C:62](C)(C)C)=[O:60])CC1, predict the reaction product. The product is: [NH:30]1[CH2:31][CH2:32][CH:62]([O:61][C:59](=[O:60])[NH:56][C:12]2[CH:11]=[CH:10][C:9]3[C:8]4[C:16](=[C:4]([C:1](=[O:3])[NH2:2])[CH:5]=[C:6]([C:20]5[CH:25]=[CH:24][CH:23]=[C:22]([O:26][CH3:27])[CH:21]=5)[CH:7]=4)[NH:15][C:14]=3[CH:13]=2)[CH2:34][CH2:33]1. (4) The product is: [F:36][C:31]([C:28]1[CH:27]=[CH:26][C:25]([C:22]2[CH:21]=[C:20]([CH2:19][N:14]3[CH:13]=[C:12]4[N:17]=[C:9]([C:3]5[CH:4]=[CH:5][CH:6]=[C:7]([F:8])[C:2]=5[F:1])[N:10]=[C:11]4[CH:16]=[N:15]3)[O:24][N:23]=2)=[CH:30][CH:29]=1)([F:35])[CH2:32][CH2:33][CH3:34]. Given the reactants [F:1][C:2]1[C:7]([F:8])=[CH:6][CH:5]=[CH:4][C:3]=1[C:9]1[N:17]=[C:12]2[CH:13]=[N:14][NH:15][CH:16]=[C:11]2[N:10]=1.Cl[CH2:19][C:20]1[O:24][N:23]=[C:22]([C:25]2[CH:30]=[CH:29][C:28]([C:31]([F:36])([F:35])[CH2:32][CH2:33][CH3:34])=[CH:27][CH:26]=2)[CH:21]=1, predict the reaction product. (5) Given the reactants [CH3:1][O:2][C:3]1[CH:11]=[C:10]2[C:6]([CH:7]=[N:8][NH:9]2)=[CH:5][C:4]=1[NH:12][C:13]1[C:14]2[C:21]3[CH2:22][CH2:23][CH:24]([C:26](O)=[O:27])[CH2:25][C:20]=3[S:19][C:15]=2[N:16]=[CH:17][N:18]=1.[CH2:29]([NH:31][CH:32]([CH3:34])[CH3:33])[CH3:30], predict the reaction product. The product is: [CH2:29]([N:31]([CH:32]([CH3:34])[CH3:33])[C:26]([CH:24]1[CH2:23][CH2:22][C:21]2[C:14]3[C:13]([NH:12][C:4]4[CH:5]=[C:6]5[C:10](=[CH:11][C:3]=4[O:2][CH3:1])[NH:9][N:8]=[CH:7]5)=[N:18][CH:17]=[N:16][C:15]=3[S:19][C:20]=2[CH2:25]1)=[O:27])[CH3:30]. (6) Given the reactants [CH2:1]([N:8]([CH2:15][C:16]1[CH:21]=[CH:20][CH:19]=[CH:18][CH:17]=1)[C:9]1([C:12](O)=[O:13])[CH2:11][CH2:10]1)[C:2]1[CH:7]=[CH:6][CH:5]=[CH:4][CH:3]=1.CN([C:25]([O:29][N:30]1N=NC2C=CC=N[C:31]1=2)=[N+](C)C)C.F[P-](F)(F)(F)(F)F.Cl.CNOC.C(N(C(C)C)CC)(C)C, predict the reaction product. The product is: [CH2:1]([N:8]([CH2:15][C:16]1[CH:17]=[CH:18][CH:19]=[CH:20][CH:21]=1)[C:9]1([C:12]([N:30]([O:29][CH3:25])[CH3:31])=[O:13])[CH2:10][CH2:11]1)[C:2]1[CH:3]=[CH:4][CH:5]=[CH:6][CH:7]=1. (7) Given the reactants C([O:3][C:4]([C:6]1[CH:15]=[C:14]([O:16]C(=O)C)[C:13]2[C:8](=[CH:9][C:10]([CH3:20])=[CH:11][CH:12]=2)[CH:7]=1)=[O:5])C.[OH-].[Na+].Cl, predict the reaction product. The product is: [OH:16][C:14]1[C:13]2[C:8](=[CH:9][C:10]([CH3:20])=[CH:11][CH:12]=2)[CH:7]=[C:6]([C:4]([OH:5])=[O:3])[CH:15]=1.